From a dataset of Reaction yield outcomes from USPTO patents with 853,638 reactions. Predict the reaction yield, written as a fraction of the theoretical maximum amount of product (1.0 means a 100% yield; for example, 0.34 means a 34% yield). (1) The reactants are C([O:8][CH2:9][C:10]1([C:22]([OH:24])=[O:23])[CH2:14][CH2:13][CH2:12][N:11]1[C:15]([O:17][C:18]([CH3:21])([CH3:20])[CH3:19])=[O:16])C1C=CC=CC=1. The catalyst is CO.[Pd]. The product is [C:18]([O:17][C:15]([N:11]1[CH2:12][CH2:13][CH2:14][C:10]1([CH2:9][OH:8])[C:22]([OH:24])=[O:23])=[O:16])([CH3:21])([CH3:20])[CH3:19]. The yield is 0.828. (2) The reactants are Cl.[F:2][C:3]1[CH:4]=[C:5]2[C:10](=[C:11]([N:13]3[CH2:18][CH2:17][N:16]([CH3:19])[CH2:15][CH2:14]3)[CH:12]=1)[O:9][CH:8]([C:20](O)=[O:21])[CH2:7][CH2:6]2.[C:23]([N:26]1[CH2:31][CH2:30][N:29]([C:32]2[CH:38]=[CH:37][C:35]([NH2:36])=[CH:34][CH:33]=2)[CH2:28][CH2:27]1)(=[O:25])[CH3:24]. The product is [C:23]([N:26]1[CH2:27][CH2:28][N:29]([C:32]2[CH:38]=[CH:37][C:35]([NH:36][C:20]([CH:8]3[CH2:7][CH2:6][C:5]4[C:10](=[C:11]([N:13]5[CH2:18][CH2:17][N:16]([CH3:19])[CH2:15][CH2:14]5)[CH:12]=[C:3]([F:2])[CH:4]=4)[O:9]3)=[O:21])=[CH:34][CH:33]=2)[CH2:30][CH2:31]1)(=[O:25])[CH3:24]. No catalyst specified. The yield is 0.870.